This data is from Reaction yield outcomes from USPTO patents with 853,638 reactions. The task is: Predict the reaction yield, written as a fraction of the theoretical maximum amount of product (1.0 means a 100% yield; for example, 0.34 means a 34% yield). (1) The reactants are [NH2:1][C:2]1[CH:23]=[CH:22][C:5]([CH2:6][NH:7][CH:8]=[C:9]2[C:18]3[C:13](=[CH:14][CH:15]=[C:16]([I:19])[CH:17]=3)[C:12](=[O:20])[NH:11][C:10]2=[O:21])=[CH:4][C:3]=1[OH:24].C(N(CC)CC)C.[CH3:32][N:33]([CH2:35][C:36](O)=[O:37])[CH3:34].Cl.CN(C)CCCN=C=NCC.ON1C2C=CC=CC=2N=N1. The catalyst is CN(C)C=O. The product is [OH:24][C:3]1[CH:4]=[C:5]([CH2:6][NH:7]/[CH:8]=[C:9]2\[C:10](=[O:21])[NH:11][C:12](=[O:20])[C:13]3[C:18]\2=[CH:17][C:16]([I:19])=[CH:15][CH:14]=3)[CH:22]=[CH:23][C:2]=1[NH:1][C:36](=[O:37])[CH2:35][N:33]([CH3:34])[CH3:32]. The yield is 0.200. (2) The reactants are [C:1]([O:5][C@@H:6]([C:11]1[C:40]([CH3:41])=[C:39]([CH2:42][CH3:43])[C:38]2=[N:44][C:35]3=[CH:36][N:37]2[C:12]=1[N:13]1[CH2:50][CH2:49][C:16]([CH3:51])([O:17][CH2:18][CH2:19][CH2:20][CH2:21][C@H:22]([CH3:48])[O:23][C:24]2[CH:25]=[C:26]([F:47])[C:27]([F:46])=[CH:28][C:29]=2[C:30]2[CH:45]=[C:34]3[CH:33]=[CH:32][CH:31]=2)[CH2:15][CH2:14]1)[C:7]([O:9]C)=[O:8])([CH3:4])([CH3:3])[CH3:2].C(O[C@@H](C1C(C)=CC2=NC3=C(Cl)N2C=1N1CCC(C)(OCCCC[C@H](C)OC2C=CC(C)=CC=2C2C=C3C=CC=2)CC1)C(O)=O)(C)(C)C. No catalyst specified. The product is [C:1]([O:5][C@@H:6]([C:11]1[C:40]([CH3:41])=[C:39]([CH2:42][CH3:43])[C:38]2=[N:44][C:35]3=[CH:36][N:37]2[C:12]=1[N:13]1[CH2:14][CH2:15][C:16]([CH3:51])([O:17][CH2:18][CH2:19][CH2:20][CH2:21][C@H:22]([CH3:48])[O:23][C:24]2[CH:25]=[C:26]([F:47])[C:27]([F:46])=[CH:28][C:29]=2[C:30]2[CH:45]=[C:34]3[CH:33]=[CH:32][CH:31]=2)[CH2:49][CH2:50]1)[C:7]([OH:9])=[O:8])([CH3:2])([CH3:3])[CH3:4]. The yield is 0.526. (3) The reactants are C([O:5][C:6](=[O:27])[CH2:7][O:8][C:9]1[C:18]([NH:19][S:20]([C:23]([F:26])([F:25])[F:24])(=[O:22])=[O:21])=[CH:17][C:16]2[C:11](=[CH:12][CH:13]=[CH:14][CH:15]=2)[CH:10]=1)(C)(C)C.C1(OC)C=CC=CC=1.O.FC(F)(F)C(O)=O. The catalyst is C(Cl)Cl. The product is [F:25][C:23]([F:24])([F:26])[S:20]([NH:19][C:18]1[C:9]([O:8][CH2:7][C:6]([OH:27])=[O:5])=[CH:10][C:11]2[C:16]([CH:17]=1)=[CH:15][CH:14]=[CH:13][CH:12]=2)(=[O:21])=[O:22]. The yield is 0.920. (4) The reactants are [Br:1][C:2]1[N:7]=[C:6]([C:8](OC)=[O:9])[C:5]([NH:12][CH2:13][CH:14]2[CH2:17][CH2:16][O:15]2)=[CH:4][C:3]=1[F:18].[NH3:19]. No catalyst specified. The product is [Br:1][C:2]1[N:7]=[C:6]([C:8]([NH2:19])=[O:9])[C:5]([NH:12][CH2:13][CH:14]2[CH2:17][CH2:16][O:15]2)=[CH:4][C:3]=1[F:18]. The yield is 0.950. (5) The reactants are [Br:1][C:2]1[CH:3]=[C:4]([C:8]([N:10]2[CH2:15][CH2:14][O:13][CH2:12][CH2:11]2)=O)[CH:5]=[N:6][CH:7]=1.[BH4-].[Na+].B(F)(F)F. The catalyst is C1COCC1. The product is [Br:1][C:2]1[CH:3]=[C:4]([CH2:8][N:10]2[CH2:15][CH2:14][O:13][CH2:12][CH2:11]2)[CH:5]=[N:6][CH:7]=1. The yield is 0.800. (6) The reactants are [NH:1]1[C:10]2[C:5](=[CH:6][CH:7]=[CH:8][CH:9]=2)[NH:4][C:3](=[O:11])[C:2]1=[O:12].C(=O)([O-])[O-].[Cs+].[Cs+].[CH3:19][C:20]([CH3:24])=[CH:21][CH2:22]Br.O. The catalyst is CS(C)=O. The product is [CH3:19][C:20]([CH3:24])=[CH:21][CH2:22][N:1]1[C:10]2[C:5](=[CH:6][CH:7]=[CH:8][CH:9]=2)[NH:4][C:3](=[O:11])[C:2]1=[O:12]. The yield is 0.380. (7) The reactants are Br[C:2]1[CH:3]=[CH:4][C:5]2[C:6]3[CH2:15][N:14]([C:16]([O:18][C:19]([CH3:22])([CH3:21])[CH3:20])=[O:17])[CH2:13][CH2:12][C:7]=3[N:8]([CH3:11])[C:9]=2[CH:10]=1.[CH2:23]([C:31]1[CH:36]=[CH:35][NH:34][C:33](=[O:37])[CH:32]=1)[CH2:24][C:25]1[CH:30]=[CH:29][CH:28]=[CH:27][CH:26]=1. No catalyst specified. The product is [CH3:11][N:8]1[C:9]2[CH:10]=[C:2]([N:34]3[CH:35]=[CH:36][C:31]([CH2:23][CH2:24][C:25]4[CH:26]=[CH:27][CH:28]=[CH:29][CH:30]=4)=[CH:32][C:33]3=[O:37])[CH:3]=[CH:4][C:5]=2[C:6]2[CH2:15][N:14]([C:16]([O:18][C:19]([CH3:22])([CH3:21])[CH3:20])=[O:17])[CH2:13][CH2:12][C:7]1=2. The yield is 0.480.